Dataset: Peptide-MHC class I binding affinity with 185,985 pairs from IEDB/IMGT. Task: Regression. Given a peptide amino acid sequence and an MHC pseudo amino acid sequence, predict their binding affinity value. This is MHC class I binding data. (1) The peptide sequence is SVLLFLAFVV. The MHC is HLA-A02:02 with pseudo-sequence HLA-A02:02. The binding affinity (normalized) is 0.838. (2) The peptide sequence is ISEPMFHQG. The MHC is HLA-B58:01 with pseudo-sequence HLA-B58:01. The binding affinity (normalized) is 0.0847. (3) The peptide sequence is AENCYNLEI. The MHC is HLA-A02:12 with pseudo-sequence HLA-A02:12. The binding affinity (normalized) is 0.0847. (4) The MHC is Patr-A0901 with pseudo-sequence Patr-A0901. The binding affinity (normalized) is 0.292. The peptide sequence is LYRLGAVQNEV.